From a dataset of Reaction yield outcomes from USPTO patents with 853,638 reactions. Predict the reaction yield, written as a fraction of the theoretical maximum amount of product (1.0 means a 100% yield; for example, 0.34 means a 34% yield). (1) The product is [I:27][C:10]1[O:11][C:7]([C:1]2[CH:2]=[CH:3][CH:4]=[CH:5][CH:6]=2)=[C:8]([C:12]([O:14][CH2:15][CH3:16])=[O:13])[N:9]=1. The catalyst is C1COCC1. The yield is 0.820. The reactants are [C:1]1([C:7]2[O:11][CH:10]=[N:9][C:8]=2[C:12]([O:14][CH2:15][CH3:16])=[O:13])[CH:6]=[CH:5][CH:4]=[CH:3][CH:2]=1.C[Si]([N-][Si](C)(C)C)(C)C.[Li+].[I:27]I.CCOC(C)=O. (2) The reactants are [NH2:1][C:2]1[CH:3]=[CH:4][C:5]([F:12])=[C:6]([CH2:8][C:9](O)=[O:10])[CH:7]=1. The catalyst is C1COCC1. The product is [NH2:1][C:2]1[CH:3]=[CH:4][C:5]([F:12])=[C:6]([CH2:8][CH2:9][OH:10])[CH:7]=1. The yield is 0.590. (3) The reactants are Br[C:2]1[CH:7]=[CH:6][C:5]([C:8]2[N:14]([CH2:15][C@@H:16]3[CH2:20][CH2:19][N:18]([C:21]([CH:23]4[CH2:25][CH2:24]4)=[O:22])[CH2:17]3)[C:13](=[O:26])[C:10]3([CH2:12][CH2:11]3)[N:9]=2)=[CH:4][CH:3]=1.[O:27]1[C:31]2[CH:32]=[CH:33][C:34](B3OC(C)(C)C(C)(C)O3)=[CH:35][C:30]=2[CH:29]=[CH:28]1.C([O-])([O-])=O.[Na+].[Na+]. The catalyst is C(#N)C.Cl[Pd](Cl)([P](C1C=CC=CC=1)(C1C=CC=CC=1)C1C=CC=CC=1)[P](C1C=CC=CC=1)(C1C=CC=CC=1)C1C=CC=CC=1. The product is [O:27]1[C:31]2[CH:32]=[CH:33][C:34]([C:2]3[CH:3]=[CH:4][C:5]([C:8]4[N:14]([CH2:15][C@@H:16]5[CH2:20][CH2:19][N:18]([C:21]([CH:23]6[CH2:25][CH2:24]6)=[O:22])[CH2:17]5)[C:13](=[O:26])[C:10]5([CH2:11][CH2:12]5)[N:9]=4)=[CH:6][CH:7]=3)=[CH:35][C:30]=2[CH:29]=[CH:28]1. The yield is 0.170. (4) The reactants are [CH3:1][C:2]1[CH:3]=[C:4]([SH:8])[CH:5]=[CH:6][CH:7]=1.CN(C=O)C.[H-].[Na+].[Si:16]([O:23][C@@H:24]1[C@H:28]([CH2:29][O:30][Si:31]([C:34]([CH3:37])([CH3:36])[CH3:35])([CH3:33])[CH3:32])[CH2:27][C@@H:26]([O:38][C:39]2[N:47]=[CH:46][N:45]=[C:44]3[C:40]=2[N:41]=[C:42](I)[N:43]3C2CCCCO2)[CH2:25]1)([C:19]([CH3:22])([CH3:21])[CH3:20])([CH3:18])[CH3:17]. No catalyst specified. The product is [Si:16]([O:23][C@@H:24]1[C@H:28]([CH2:29][O:30][Si:31]([C:34]([CH3:35])([CH3:36])[CH3:37])([CH3:32])[CH3:33])[CH2:27][C@@H:26]([O:38][C:39]2[N:47]=[CH:46][N:45]=[C:44]3[C:40]=2[N:41]=[C:42]([S:8][C:4]2[CH:5]=[CH:6][CH:7]=[C:2]([CH3:1])[CH:3]=2)[NH:43]3)[CH2:25]1)([C:19]([CH3:20])([CH3:21])[CH3:22])([CH3:17])[CH3:18]. The yield is 0.800. (5) The reactants are C[N:2](C)[CH:3]=[CH:4][C:5]([C:7]1[C:12](=[O:13])[CH:11]=[CH:10][N:9]([C:14]2[CH:19]=[CH:18][CH:17]=[C:16]([CH3:20])[CH:15]=2)[N:8]=1)=O.[C:22]1([NH:28]N)[CH:27]=[CH:26][CH:25]=[CH:24][CH:23]=1. The catalyst is CO. The product is [CH3:20][C:16]1[CH:15]=[C:14]([N:9]2[CH:10]=[CH:11][C:12](=[O:13])[C:7]([C:5]3[N:28]([C:22]4[CH:27]=[CH:26][CH:25]=[CH:24][CH:23]=4)[N:2]=[CH:3][CH:4]=3)=[N:8]2)[CH:19]=[CH:18][CH:17]=1. The yield is 0.0700. (6) The yield is 0.750. The product is [F:21][CH:2]([F:1])[C:3]1[C:4]([O:5][CH2:6][CH2:7][CH2:8][Si:9]([CH3:10])([CH3:12])[CH3:11])=[CH:13][C:14]([CH3:20])=[C:15]([CH:16]=1)[NH2:17]. The reactants are [F:1][CH:2]([F:21])[C:3]1[CH:16]=[C:15]([N+:17]([O-])=O)[C:14]([CH3:20])=[CH:13][C:4]=1[O:5][CH2:6][CH2:7][CH2:8][Si:9]([CH3:12])([CH3:11])[CH3:10].[H][H]. The catalyst is CO. (7) The reactants are [Cl:1][C:2]1[CH:7]=[CH:6][C:5]([C:8]2[S:12](=[O:14])(=[O:13])[NH:11][C:10]([CH3:16])([CH3:15])[C:9]=2[CH3:17])=[CH:4][CH:3]=1.Br[N:19]1C(=O)C[CH2:21][C:20]1=O.N(C(C)(C)C#N)=NC(C)(C)C#N.C(N)C. The catalyst is C(Cl)(Cl)(Cl)Cl.C(O)C.C(Cl)(Cl)Cl. The product is [Cl:1][C:2]1[CH:3]=[CH:4][C:5]([C:8]2[S:12](=[O:14])(=[O:13])[NH:11][C:10]([CH3:16])([CH3:15])[C:9]=2[CH2:17][NH:19][CH2:20][CH3:21])=[CH:6][CH:7]=1. The yield is 0.120. (8) The reactants are Cl[CH2:2][CH2:3][C:4]([C:6]1[CH:11]=[C:10]([Cl:12])[C:9]([OH:13])=[CH:8][C:7]=1[OH:14])=[O:5].[OH-].[Na+].Cl. The catalyst is O. The product is [Cl:12][C:10]1[CH:11]=[C:6]2[C:7](=[CH:8][C:9]=1[OH:13])[O:14][CH2:2][CH2:3][C:4]2=[O:5]. The yield is 0.627.